Task: Predict the product of the given reaction.. Dataset: Forward reaction prediction with 1.9M reactions from USPTO patents (1976-2016) (1) Given the reactants [OH:1][CH:2]1[CH2:7][CH2:6][N:5]([C:8]([O:10][CH2:11][CH:12]=[CH2:13])=[O:9])[CH2:4][CH2:3]1.[H-].[Na+].Cl[C:17]1[C:26]2[C:21](=[CH:22][CH:23]=[CH:24][CH:25]=2)[N:20]=[C:19]([CH3:27])[N:18]=1, predict the reaction product. The product is: [CH3:27][C:19]1[N:18]=[C:17]([O:1][CH:2]2[CH2:3][CH2:4][N:5]([C:8]([O:10][CH2:11][CH:12]=[CH2:13])=[O:9])[CH2:6][CH2:7]2)[C:26]2[C:21](=[CH:22][CH:23]=[CH:24][CH:25]=2)[N:20]=1. (2) The product is: [NH:23]1[CH2:28][CH2:27][N:26]([CH:2]([C:4]2[CH:17]=[CH:16][C:15]3[C:14](=[O:18])[C:13]4[C:8](=[CH:9][CH:10]=[CH:11][CH:12]=4)[C:7](=[O:19])[C:6]=3[CH:5]=2)[CH3:3])[CH2:25][CH2:24]1. Given the reactants Br[CH:2]([C:4]1[CH:17]=[CH:16][C:15]2[C:14](=[O:18])[C:13]3[C:8](=[CH:9][CH:10]=[CH:11][CH:12]=3)[C:7](=[O:19])[C:6]=2[CH:5]=1)[CH3:3].C(O)C.[NH:23]1[CH2:28][CH2:27][NH:26][CH2:25][CH2:24]1.Cl, predict the reaction product. (3) Given the reactants [CH3:1][N:2]([CH3:36])[CH2:3][CH2:4][O:5][C:6]1[CH:11]=[CH:10][C:9]([NH:12][C:13](=[O:35])/[C:14](/[C:25]2[CH:30]=[CH:29][C:28]([O:31]COC)=[CH:27][CH:26]=2)=[C:15](/[C:19]2[CH:24]=[CH:23][CH:22]=[CH:21][CH:20]=2)\[CH:16]([CH3:18])[CH3:17])=[CH:8][CH:7]=1.Cl.C([O-])(O)=O.[Na+], predict the reaction product. The product is: [CH3:36][N:2]([CH3:1])[CH2:3][CH2:4][O:5][C:6]1[CH:7]=[CH:8][C:9]([NH:12][C:13](=[O:35])/[C:14](/[C:25]2[CH:30]=[CH:29][C:28]([OH:31])=[CH:27][CH:26]=2)=[C:15](/[C:19]2[CH:20]=[CH:21][CH:22]=[CH:23][CH:24]=2)\[CH:16]([CH3:18])[CH3:17])=[CH:10][CH:11]=1. (4) Given the reactants CS(O[CH2:6][C:7]1[CH:11]=[C:10]([C:12]2[C:13]([C:42](=[O:46])[NH:43][CH2:44][CH3:45])=[N:14][O:15][C:16]=2[C:17]2[CH:22]=[C:21]([CH:23]([CH3:25])[CH3:24])[C:20]([O:26][CH2:27][C:28]3[CH:33]=[CH:32][CH:31]=[CH:30][CH:29]=3)=[CH:19][C:18]=2[O:34][CH2:35][C:36]2[CH:41]=[CH:40][CH:39]=[CH:38][CH:37]=2)[O:9][N:8]=1)(=O)=O.[CH3:47][NH:48][CH3:49], predict the reaction product. The product is: [CH2:35]([O:34][C:18]1[CH:19]=[C:20]([O:26][CH2:27][C:28]2[CH:29]=[CH:30][CH:31]=[CH:32][CH:33]=2)[C:21]([CH:23]([CH3:24])[CH3:25])=[CH:22][C:17]=1[C:16]1[O:15][N:14]=[C:13]([C:42]([NH:43][CH2:44][CH3:45])=[O:46])[C:12]=1[C:10]1[O:9][N:8]=[C:7]([CH2:6][N:48]([CH3:49])[CH3:47])[CH:11]=1)[C:36]1[CH:41]=[CH:40][CH:39]=[CH:38][CH:37]=1.